Dataset: Forward reaction prediction with 1.9M reactions from USPTO patents (1976-2016). Task: Predict the product of the given reaction. (1) The product is: [CH2:52]([N:29]([CH2:27][CH3:28])[C:30](=[O:51])[C:31]1[CH:32]=[CH:33][C:34]([N:37]([CH2:44][C:45]2[CH:46]=[CH:47][CH:48]=[CH:49][CH:50]=2)[CH:38]2[CH2:43][CH2:42][N:41]([CH2:6][CH:5]=[CH2:4])[CH2:40][CH2:39]2)=[CH:35][CH:36]=1)[CH3:53]. Given the reactants C(N(CC)[C:4](=O)[C:5]1C=CC(N(C2C=CC=CC=2)C2CCNCC2)=C[CH:6]=1)C.[CH2:27]([N:29]([CH2:52][CH3:53])[C:30](=[O:51])[C:31]1[CH:36]=[CH:35][C:34]([N:37]([CH2:44][C:45]2[CH:50]=[CH:49][CH:48]=[CH:47][CH:46]=2)[CH:38]2[CH2:43][CH2:42][NH:41][CH2:40][CH2:39]2)=[CH:33][CH:32]=1)[CH3:28].C(=O)([O-])[O-].[K+].[K+].C(Br)C=C, predict the reaction product. (2) Given the reactants [CH2:1]([C@H:8]1[CH2:12][O:11][C:10](=[O:13])[NH:9]1)[C:2]1[CH:7]=[CH:6][CH:5]=[CH:4][CH:3]=1.[Li]CCCC.[C:19](Cl)(=[O:23])/[CH:20]=[CH:21]/[CH3:22], predict the reaction product. The product is: [C:19]([N:9]1[C@@H:8]([CH2:1][C:2]2[CH:3]=[CH:4][CH:5]=[CH:6][CH:7]=2)[CH2:12][O:11][C:10]1=[O:13])(=[O:23])/[CH:20]=[CH:21]/[CH3:22]. (3) Given the reactants [CH3:1][O:2][C:3]1[CH:4]=[CH:5][CH:6]=[C:7]2[C:12]=1[CH2:11][C@@H:10]([NH:13][CH2:14][CH2:15][CH3:16])[CH2:9][CH2:8]2.[S:17]1[CH:21]=[CH:20][CH:19]=[C:18]1[CH2:22][C:23](Cl)=[O:24], predict the reaction product. The product is: [CH3:1][O:2][C:3]1[CH:4]=[CH:5][CH:6]=[C:7]2[C:12]=1[CH2:11][C@@H:10]([N:13]([CH2:14][CH2:15][CH3:16])[C:23](=[O:24])[CH2:22][C:18]1[S:17][CH:21]=[CH:20][CH:19]=1)[CH2:9][CH2:8]2. (4) Given the reactants [H-].[Al+3].[Li+].[H-].[H-].[H-].C([O:9][C:10](=O)/[CH:11]=[CH:12]/[C:13]1[CH:18]=[CH:17][C:16]([Br:19])=[CH:15][C:14]=1[O:20][C:21]([F:24])([F:23])[F:22])C, predict the reaction product. The product is: [Br:19][C:16]1[CH:17]=[CH:18][C:13]([CH2:12][CH2:11][CH2:10][OH:9])=[C:14]([O:20][C:21]([F:22])([F:23])[F:24])[CH:15]=1. (5) Given the reactants Br[C:2]1[S:6][C:5]([C:7]2[C:8]([CH3:22])=[N:9][N:10]3[C:15]([CH:16]([CH2:19][CH3:20])[CH2:17][CH3:18])=[CH:14][C:13]([CH3:21])=[N:12][C:11]=23)=[C:4]([Cl:23])[CH:3]=1.[I-].[Na+].[CH3:26][O-:27].[Na+].CO, predict the reaction product. The product is: [Cl:23][C:4]1[CH:3]=[C:2]([O:27][CH3:26])[S:6][C:5]=1[C:7]1[C:8]([CH3:22])=[N:9][N:10]2[C:15]([CH:16]([CH2:19][CH3:20])[CH2:17][CH3:18])=[CH:14][C:13]([CH3:21])=[N:12][C:11]=12. (6) Given the reactants [CH2:1]([N:3]([C@H:28]1[CH2:33][CH2:32][C@@H:31]([N:34]2[CH2:39][CH2:38][O:37][CH2:36][CH2:35]2)[CH2:30][CH2:29]1)[C:4]1[C:19]2[CH2:18][CH:17]=[CH:16][CH2:15][CH2:14][C:13]3[CH:20]=[C:21]([CH3:26])[N:22]=[C:23]([O:24]C)[C:12]=3[CH2:11][NH:10][C:9](=[O:27])[C:8]=2[CH:7]=[CH:6][CH:5]=1)[CH3:2].Cl.CO.C(Cl)Cl, predict the reaction product. The product is: [CH2:1]([N:3]([C@H:28]1[CH2:29][CH2:30][C@@H:31]([N:34]2[CH2:35][CH2:36][O:37][CH2:38][CH2:39]2)[CH2:32][CH2:33]1)[C:4]1[C:19]2[CH2:18][CH:17]=[CH:16][CH2:15][CH2:14][C:13]3[CH:20]=[C:21]([CH3:26])[NH:22][C:23](=[O:24])[C:12]=3[CH2:11][NH:10][C:9](=[O:27])[C:8]=2[CH:7]=[CH:6][CH:5]=1)[CH3:2]. (7) Given the reactants [CH2:1]([CH:8]1[CH2:12][O:11][C:10](=[O:13])[N:9]1[C:14](=[O:30])[CH:15]([CH2:20][NH:21][O:22][CH2:23][C:24]1[CH:29]=[CH:28][CH:27]=[CH:26][CH:25]=1)[CH2:16][CH:17]([CH3:19])[CH3:18])[C:2]1[CH:7]=[CH:6][CH:5]=[CH:4][CH:3]=1.C(C(C(O)=O)C(O)=O)C(C)C.[C:42](O[C:42]([O:44][C:45]([CH3:48])([CH3:47])[CH3:46])=[O:43])([O:44][C:45]([CH3:48])([CH3:47])[CH3:46])=[O:43].C(N(CC)CC)C.Cl, predict the reaction product. The product is: [CH2:1]([C@@H:8]1[CH2:12][O:11][C:10](=[O:13])[N:9]1[C:14]([C@@H:15]([CH2:16][CH:17]([CH3:19])[CH3:18])[CH2:20][N:21]([O:22][CH2:23][C:24]1[CH:29]=[CH:28][CH:27]=[CH:26][CH:25]=1)[C:42](=[O:43])[O:44][C:45]([CH3:48])([CH3:47])[CH3:46])=[O:30])[C:2]1[CH:3]=[CH:4][CH:5]=[CH:6][CH:7]=1. (8) Given the reactants [Cl:1][C:2]1[CH:7]=[C:6]([Cl:8])[C:5]([O:9][CH3:10])=[CH:4][C:3]=1[NH:11][C:12]1[C:21]2[C:16](=[CH:17][C:18](F)=[C:19]([O:22][CH2:23][CH3:24])[CH:20]=2)[N:15]=[CH:14][C:13]=1[C:26]#[N:27].[CH3:28][O:29][CH2:30][CH2:31][OH:32], predict the reaction product. The product is: [Cl:1][C:2]1[CH:7]=[C:6]([Cl:8])[C:5]([O:9][CH3:10])=[CH:4][C:3]=1[NH:11][C:12]1[C:21]2[C:16](=[CH:17][C:18]([O:32][CH2:31][CH2:30][O:29][CH3:28])=[C:19]([O:22][CH2:23][CH3:24])[CH:20]=2)[N:15]=[CH:14][C:13]=1[C:26]#[N:27]. (9) Given the reactants [CH3:1][S:2][C:3]1[CH:4]=[CH:5][C:6]([N+:10]([O-])=O)=[C:7]([CH:9]=1)[NH2:8], predict the reaction product. The product is: [CH3:1][S:2][C:3]1[CH:4]=[CH:5][C:6]([NH2:10])=[C:7]([NH2:8])[CH:9]=1. (10) The product is: [NH2:1][C:2]1[S:3][C:16]([CH3:17])=[C:15]([C:13]2[S:12][C:10]3[N:11]=[C:6]([NH2:5])[N:7]=[C:8]([C:20]4[CH:25]=[CH:24][C:23]([Cl:26])=[CH:22][C:21]=4[Cl:27])[C:9]=3[CH:14]=2)[N:4]=1. Given the reactants [NH2:1][C:2]([NH2:4])=[S:3].[NH2:5][C:6]1[N:7]=[C:8]([C:20]2[CH:25]=[CH:24][C:23]([Cl:26])=[CH:22][C:21]=2[Cl:27])[C:9]2[CH:14]=[C:13]([C:15](=O)[CH:16](Br)[CH3:17])[S:12][C:10]=2[N:11]=1, predict the reaction product.